From a dataset of Forward reaction prediction with 1.9M reactions from USPTO patents (1976-2016). Predict the product of the given reaction. (1) Given the reactants [CH3:1][N:2]1[CH:6]=[CH:5][CH:4]=[C:3]1[C:7]#[N:8].B(OC(C)C)(OC(C)C)OC(C)C.C([N-]C(C)C)(C)C.[Li+].Br[C:31]1[CH:36]=[CH:35][C:34]([C:37](=[O:39])[CH3:38])=[CH:33][CH:32]=1.C(=O)([O-])[O-].[Na+].[Na+], predict the reaction product. The product is: [C:37]([C:34]1[CH:35]=[CH:36][C:31]([C:6]2[N:2]([CH3:1])[C:3]([C:7]#[N:8])=[CH:4][CH:5]=2)=[CH:32][CH:33]=1)(=[O:39])[CH3:38]. (2) Given the reactants [Br:1][C:2]1[C:3](=[O:10])[N:4]([CH3:9])[C:5](=[O:8])[NH:6][N:7]=1.N1C=CC=CC=1.[C:17]1([CH3:26])[CH:22]=[CH:21][CH:20]=[CH:19][C:18]=1B(O)O, predict the reaction product. The product is: [Br:1][C:2]1[C:3](=[O:10])[N:4]([CH3:9])[C:5](=[O:8])[N:6]([C:18]2[CH:19]=[CH:20][CH:21]=[CH:22][C:17]=2[CH3:26])[N:7]=1. (3) Given the reactants [Br:1][C:2]1[S:10][C:9]2[CH:8]=[CH:7][N:6]=[C:5](Cl)[C:4]=2[CH:3]=1.C([O-])([O-])=O.[K+].[K+].[N:18]1([C:24]([O:26][C:27]([CH3:30])([CH3:29])[CH3:28])=[O:25])[CH2:23][CH2:22][NH:21][CH2:20][CH2:19]1, predict the reaction product. The product is: [Br:1][C:2]1[S:10][C:9]2[CH:8]=[CH:7][N:6]=[C:5]([N:21]3[CH2:20][CH2:19][N:18]([C:24]([O:26][C:27]([CH3:30])([CH3:29])[CH3:28])=[O:25])[CH2:23][CH2:22]3)[C:4]=2[CH:3]=1. (4) Given the reactants Cl[C:2]1[CH:7]=[CH:6][C:5]([CH:8]2[CH2:13][CH2:12][CH2:11][N:10]([C:14]([C:16]3[CH:21]=[CH:20][N:19]=[C:18]([F:22])[CH:17]=3)=[O:15])[CH2:9]2)=[CH:4][CH:3]=1.F[C:24]1C=C(C=CN=1)C(O)=O.Cl.CC1C=CC(C2CCCNC2)=CC=1, predict the reaction product. The product is: [F:22][C:18]1[CH:17]=[C:16]([C:14]([N:10]2[CH2:11][CH2:12][CH2:13][CH:8]([C:5]3[CH:6]=[CH:7][C:2]([CH3:24])=[CH:3][CH:4]=3)[CH2:9]2)=[O:15])[CH:21]=[CH:20][N:19]=1.